From a dataset of hERG Central: cardiac toxicity at 1µM, 10µM, and general inhibition. Predict hERG channel inhibition at various concentrations. (1) The compound is CCOC(=O)CC(NC(=O)c1cc2cc(Cl)cc(Cl)c2oc1=O)c1cccc([N+](=O)[O-])c1. Results: hERG_inhib (hERG inhibition (general)): blocker. (2) The compound is CCN(CC(=O)NCc1ccc(F)cc1)C(=O)COc1ccc2ccccc2c1. Results: hERG_inhib (hERG inhibition (general)): blocker. (3) Results: hERG_inhib (hERG inhibition (general)): blocker. The molecule is CCC(=S)N(c1ccccc1)C1CCN(CCc2ccccc2)CC1.O=C(O)/C=C\C(=O)O. (4) The molecule is Clc1ccc(OCCCN2CCCC2)cc1Cl.O=C(O)C(=O)O. Results: hERG_inhib (hERG inhibition (general)): blocker.